This data is from Forward reaction prediction with 1.9M reactions from USPTO patents (1976-2016). The task is: Predict the product of the given reaction. (1) Given the reactants P(Cl)(Cl)([Cl:3])=O.O=[C:7]1[C:16]2[C:11](=[CH:12][N:13]=[CH:14][CH:15]=2)[C:10]2[CH:17]=[CH:18][C:19]([C:21]#[N:22])=[CH:20][C:9]=2[NH:8]1, predict the reaction product. The product is: [Cl:3][C:7]1[C:16]2[C:11](=[CH:12][N:13]=[CH:14][CH:15]=2)[C:10]2[CH:17]=[CH:18][C:19]([C:21]#[N:22])=[CH:20][C:9]=2[N:8]=1. (2) Given the reactants [NH2:1][CH:2]1[CH2:7][CH2:6][CH2:5][CH:4]([N:8]2[C:17]3[CH:16]=[CH:15][CH:14]=[C:13]([Cl:18])[C:12]=3[C:11]3=[N:19][O:20][C:21]([CH3:22])=[C:10]3[C:9]2=[O:23])[CH2:3]1.[C:24]1([NH:30][CH2:31][C:32](O)=[O:33])[CH:29]=[CH:28][CH:27]=[CH:26][CH:25]=1.ON1C2N=CC=CC=2N=N1.Cl.CN(C)CCCN=C=NCC.CC1C=C(C)C=C(C)N=1, predict the reaction product. The product is: [Cl:18][C:13]1[C:12]2[C:11]3[C:10](=[C:21]([CH3:22])[O:20][N:19]=3)[C:9](=[O:23])[N:8]([CH:4]3[CH2:5][CH2:6][CH2:7][CH:2]([NH:1][C:32](=[O:33])[CH2:31][NH:30][C:24]4[CH:29]=[CH:28][CH:27]=[CH:26][CH:25]=4)[CH2:3]3)[C:17]=2[CH:16]=[CH:15][CH:14]=1. (3) Given the reactants [Cl:1][C:2]1[CH:17]=[C:16]([NH:18][CH:19]([CH3:21])[CH3:20])[C:5]([C:6]([NH:8][CH:9]([CH2:14][OH:15])[C:10]([O:12][CH3:13])=[O:11])=O)=[CH:4][N:3]=1.CCN(S(F)(F)F)CC.C([O-])([O-])=O.[K+].[K+], predict the reaction product. The product is: [Cl:1][C:2]1[N:3]=[CH:4][C:5]([C:6]2[O:15][CH2:14][CH:9]([C:10]([O:12][CH3:13])=[O:11])[N:8]=2)=[C:16]([NH:18][CH:19]([CH3:21])[CH3:20])[CH:17]=1.